Dataset: NCI-60 drug combinations with 297,098 pairs across 59 cell lines. Task: Regression. Given two drug SMILES strings and cell line genomic features, predict the synergy score measuring deviation from expected non-interaction effect. (1) Drug 1: CC(C)(C#N)C1=CC(=CC(=C1)CN2C=NC=N2)C(C)(C)C#N. Drug 2: C1=NNC2=C1C(=O)NC=N2. Cell line: K-562. Synergy scores: CSS=13.9, Synergy_ZIP=-10.8, Synergy_Bliss=-12.1, Synergy_Loewe=-2.95, Synergy_HSA=-2.83. (2) Drug 1: COC1=NC(=NC2=C1N=CN2C3C(C(C(O3)CO)O)O)N. Drug 2: C(CCl)NC(=O)N(CCCl)N=O. Cell line: U251. Synergy scores: CSS=13.7, Synergy_ZIP=0.408, Synergy_Bliss=7.74, Synergy_Loewe=-12.9, Synergy_HSA=-1.85. (3) Drug 1: CCCCC(=O)OCC(=O)C1(CC(C2=C(C1)C(=C3C(=C2O)C(=O)C4=C(C3=O)C=CC=C4OC)O)OC5CC(C(C(O5)C)O)NC(=O)C(F)(F)F)O. Drug 2: C(CN)CNCCSP(=O)(O)O. Cell line: SW-620. Synergy scores: CSS=31.1, Synergy_ZIP=1.67, Synergy_Bliss=0.703, Synergy_Loewe=-37.9, Synergy_HSA=-2.93. (4) Drug 2: C1=CC(=CC=C1C#N)C(C2=CC=C(C=C2)C#N)N3C=NC=N3. Synergy scores: CSS=33.4, Synergy_ZIP=-10.1, Synergy_Bliss=-0.105, Synergy_Loewe=-2.63, Synergy_HSA=-1.69. Cell line: HT29. Drug 1: CC(CN1CC(=O)NC(=O)C1)N2CC(=O)NC(=O)C2.